Dataset: Reaction yield outcomes from USPTO patents with 853,638 reactions. Task: Predict the reaction yield, written as a fraction of the theoretical maximum amount of product (1.0 means a 100% yield; for example, 0.34 means a 34% yield). (1) The reactants are [N:1]12[CH2:8][CH2:7][C:4]([C:9]([C:17]3[CH:22]=[CH:21][CH:20]=[CH:19][CH:18]=3)([C:11]3[CH:16]=[CH:15][CH:14]=[CH:13][CH:12]=3)[OH:10])([CH2:5][CH2:6]1)[CH2:3][CH2:2]2.[Br:23][CH2:24][CH2:25][O:26][C:27]([C:30]1[CH:35]=[CH:34][CH:33]=[CH:32][CH:31]=1)([CH3:29])[CH3:28]. The catalyst is CC#N.C(Cl)(Cl)Cl. The product is [Br-:23].[OH:10][C:9]([C:17]1[CH:22]=[CH:21][CH:20]=[CH:19][CH:18]=1)([C:11]1[CH:12]=[CH:13][CH:14]=[CH:15][CH:16]=1)[C:4]12[CH2:5][CH2:6][N+:1]([CH2:24][CH2:25][O:26][C:27]([CH3:29])([C:30]3[CH:35]=[CH:34][CH:33]=[CH:32][CH:31]=3)[CH3:28])([CH2:2][CH2:3]1)[CH2:8][CH2:7]2. The yield is 0.240. (2) The reactants are [F:1][C:2]([F:19])([F:18])[C:3](=O)[CH2:4][C:5]([C:7]1[CH:12]=[CH:11][CH:10]=[C:9]([C:13]([F:16])([F:15])[F:14])[CH:8]=1)=O.[NH2:20][C:21]1[CH:25]=[CH:24][NH:23][N:22]=1. The catalyst is C(O)(=O)C. The product is [F:14][C:13]([F:16])([F:15])[C:9]1[CH:8]=[C:7]([C:5]2[CH:4]=[C:3]([C:2]([F:19])([F:18])[F:1])[N:22]3[N:23]=[CH:24][CH:25]=[C:21]3[N:20]=2)[CH:12]=[CH:11][CH:10]=1. The yield is 0.950. (3) The reactants are CON(C)[C:4](=[O:17])[CH2:5][CH2:6][C:7]1[CH:12]=[CH:11][C:10]([C:13]([F:16])([F:15])[F:14])=[CH:9][CH:8]=1.[C:19]1([CH3:27])[CH:24]=[CH:23][CH:22]=[C:21]([Mg]Br)[CH:20]=1.Cl.O. The yield is 0.810. The product is [C:19]1([CH3:27])[CH:24]=[CH:23][CH:22]=[C:21]([C:4](=[O:17])[CH2:5][CH2:6][C:7]2[CH:12]=[CH:11][C:10]([C:13]([F:16])([F:15])[F:14])=[CH:9][CH:8]=2)[CH:20]=1. The catalyst is C1COCC1.C(OCC)(=O)C. (4) The reactants are [Cl:1][C:2]1[CH:10]=[CH:9][CH:8]=[C:7]2[C:3]=1[C:4](O)([C:12]1[C:20]([OH:21])=[CH:19][C:15]3[O:16][CH2:17][O:18][C:14]=3[CH:13]=1)[C:5](=[O:11])[NH:6]2.FC(F)(F)C(O)=O.C([SiH](CC)CC)C. The product is [Cl:1][C:2]1[CH:10]=[CH:9][CH:8]=[C:7]2[C:3]=1[CH:4]([C:12]1[C:20]([OH:21])=[CH:19][C:15]3[O:16][CH2:17][O:18][C:14]=3[CH:13]=1)[C:5](=[O:11])[NH:6]2. The yield is 0.830. The catalyst is ClCCl. (5) The reactants are [C:1]([C:3]([C:9]1[CH:10]=[C:11]([CH:15]=[CH:16][CH:17]=1)[C:12]([OH:14])=O)([CH3:8])[CH2:4][CH:5]1[CH2:7][CH2:6]1)#[N:2].C(Cl)(=O)C(Cl)=O.O1CCCC1.[NH2:29][C:30]1[CH:31]=[CH:32][C:33]([O:52][CH3:53])=[C:34]([CH:51]=1)[O:35][C:36]1[CH:37]=[CH:38][C:39]2[N:40]([CH:42]=[C:43]([NH:45][C:46]([CH:48]3[CH2:50][CH2:49]3)=[O:47])[N:44]=2)[N:41]=1. The catalyst is CN(C)C=O.CN1CCCC1=O. The product is [C:1]([C:3]([C:9]1[CH:10]=[C:11]([CH:15]=[CH:16][CH:17]=1)[C:12]([NH:29][C:30]1[CH:31]=[CH:32][C:33]([O:52][CH3:53])=[C:34]([O:35][C:36]2[CH:37]=[CH:38][C:39]3[N:40]([CH:42]=[C:43]([NH:45][C:46]([CH:48]4[CH2:50][CH2:49]4)=[O:47])[N:44]=3)[N:41]=2)[CH:51]=1)=[O:14])([CH3:8])[CH2:4][CH:5]1[CH2:6][CH2:7]1)#[N:2]. The yield is 0.480. (6) The reactants are [C:1]([O:5][C:6](=[O:20])[NH:7][CH2:8][C:9]1[CH:14]=[C:13]([CH:15]=[CH2:16])[C:12]([NH2:17])=[CH:11][C:10]=1[O:18][CH3:19])([CH3:4])([CH3:3])[CH3:2].C(N(CC)CC)C.[CH3:28][S:29](Cl)(=[O:31])=[O:30]. The catalyst is C(Cl)Cl. The product is [C:1]([O:5][C:6](=[O:20])[NH:7][CH2:8][C:9]1[CH:14]=[C:13]([CH:15]=[CH2:16])[C:12]([NH:17][S:29]([CH3:28])(=[O:31])=[O:30])=[CH:11][C:10]=1[O:18][CH3:19])([CH3:4])([CH3:2])[CH3:3]. The yield is 0.920. (7) The reactants are [O:1]=[C:2]1[CH2:6][CH2:5][N:4]([C:7]([O:9][C:10]([CH3:13])([CH3:12])[CH3:11])=[O:8])[CH2:3]1.C[Si]([N-][Si](C)(C)C)(C)C.[Na+].C1(N([O:31][S:32]([C:35]([F:38])([F:37])[F:36])(=O)=[O:33])[O:31][S:32]([C:35]([F:38])([F:37])[F:36])(=O)=[O:33])C=CC=CC=1. The catalyst is C1COCC1. The product is [F:36][C:35]([F:38])([F:37])[S:32]([O:1][C:2]1[CH2:3][N:4]([C:7]([O:9][C:10]([CH3:13])([CH3:12])[CH3:11])=[O:8])[CH2:5][CH:6]=1)(=[O:33])=[O:31]. The yield is 0.174. (8) The reactants are [OH:1][C:2]1[CH:3]=[C:4]([CH:7]=[CH:8][C:9]=1[O:10][CH3:11])[CH2:5][OH:6].[CH2:12](Br)[CH:13]=[CH2:14].C(=O)([O-])[O-].[K+].[K+]. The catalyst is C(#N)C. The product is [CH2:14]([O:1][C:2]1[CH:3]=[C:4]([CH:7]=[CH:8][C:9]=1[O:10][CH3:11])[CH2:5][OH:6])[CH:13]=[CH2:12]. The yield is 0.570. (9) The reactants are [Br:1][C:2]1[CH:6]=[C:5]([C:7]([O:9]CC)=[O:8])[N:4]([C:12]2[C:17]([Cl:18])=[CH:16][CH:15]=[CH:14][N:13]=2)[N:3]=1.[OH-].[Na+]. The catalyst is C(O)C. The product is [Br:1][C:2]1[CH:6]=[C:5]([C:7]([OH:9])=[O:8])[N:4]([C:12]2[C:17]([Cl:18])=[CH:16][CH:15]=[CH:14][N:13]=2)[N:3]=1. The yield is 0.910. (10) The reactants are [N+:1]([C:4]1[CH:9]=[CH:8][CH:7]=[CH:6][C:5]=1[S:10]([NH:13][CH:14]1[C:23]2[N:22]=[CH:21][CH:20]=[CH:19][C:18]=2[CH2:17][CH2:16][CH2:15]1)(=[O:12])=[O:11])([O-:3])=[O:2].Cl[CH2:25][C:26]1[CH:41]=[CH:40][C:29]([C:30]([NH:32][CH2:33][C:34]2[CH:39]=[CH:38][CH:37]=[CH:36][N:35]=2)=[O:31])=[CH:28][CH:27]=1.C([O-])([O-])=O.[K+].[K+]. The catalyst is CC#N.C(OCC)(=O)C. The product is [N+:1]([C:4]1[CH:9]=[CH:8][CH:7]=[CH:6][C:5]=1[S:10]([N:13]([CH2:25][C:26]1[CH:27]=[CH:28][C:29]([C:30]([NH:32][CH2:33][C:34]2[CH:39]=[CH:38][CH:37]=[CH:36][N:35]=2)=[O:31])=[CH:40][CH:41]=1)[CH:14]1[C:23]2[N:22]=[CH:21][CH:20]=[CH:19][C:18]=2[CH2:17][CH2:16][CH2:15]1)(=[O:11])=[O:12])([O-:3])=[O:2]. The yield is 0.900.